From a dataset of Peptide-MHC class II binding affinity with 134,281 pairs from IEDB. Regression. Given a peptide amino acid sequence and an MHC pseudo amino acid sequence, predict their binding affinity value. This is MHC class II binding data. (1) The peptide sequence is GELQIVDKIDAAFCI. The MHC is DRB3_0202 with pseudo-sequence DRB3_0202. The binding affinity (normalized) is 0.208. (2) The peptide sequence is VRNCDLPVWLSWQVA. The MHC is HLA-DQA10102-DQB10501 with pseudo-sequence HLA-DQA10102-DQB10501. The binding affinity (normalized) is 0.550.